This data is from Full USPTO retrosynthesis dataset with 1.9M reactions from patents (1976-2016). The task is: Predict the reactants needed to synthesize the given product. (1) Given the product [CH3:18][C:12]1[CH:13]=[C:14]([CH3:17])[CH:15]=[CH:16][C:11]=1[CH2:10][N:7]1[C:6]([C:19]2[CH:24]=[CH:23][CH:22]=[C:21]([C:25]3[CH:33]=[C:32]4[C:28]([CH:29]=[CH:30][NH:31]4)=[CH:27][CH:26]=3)[CH:20]=2)=[CH:5][C:4]([C:41]([F:44])([F:43])[F:42])=[C:3]([C:1]#[N:2])[C:8]1=[O:9], predict the reactants needed to synthesize it. The reactants are: [C:1]([C:3]1[C:8](=[O:9])[N:7]([CH2:10][C:11]2[CH:16]=[CH:15][C:14]([CH3:17])=[CH:13][C:12]=2[CH3:18])[C:6]([C:19]2[CH:20]=[C:21]([C:25]3[CH:33]=[C:32]4[C:28]([CH:29]=[CH:30][N:31]4C(OC(C)(C)C)=O)=[CH:27][CH:26]=3)[CH:22]=[CH:23][CH:24]=2)=[CH:5][C:4]=1[C:41]([F:44])([F:43])[F:42])#[N:2].C(O)(C(F)(F)F)=O. (2) Given the product [NH2:19][C:15]1[N:14]=[C:13]([C:12]2[S:11][C:10]([CH:20]3[CH2:21][CH2:22][O:23][CH2:24][CH2:25]3)=[N:9][C:8]=2[C:4]2[C:3]([F:26])=[C:2]([NH:1][S:33]([C:28]3[CH:29]=[N:30][CH:31]=[CH:32][N:27]=3)(=[O:35])=[O:34])[CH:7]=[CH:6][CH:5]=2)[CH:18]=[CH:17][N:16]=1, predict the reactants needed to synthesize it. The reactants are: [NH2:1][C:2]1[C:3]([F:26])=[C:4]([C:8]2[N:9]=[C:10]([CH:20]3[CH2:25][CH2:24][O:23][CH2:22][CH2:21]3)[S:11][C:12]=2[C:13]2[CH:18]=[CH:17][N:16]=[C:15]([NH2:19])[N:14]=2)[CH:5]=[CH:6][CH:7]=1.[N:27]1[CH:32]=[CH:31][N:30]=[CH:29][C:28]=1[S:33]([O-:35])=[O:34].[Na+]. (3) Given the product [CH3:1][S:2]([CH2:3][CH2:4][N:5]1[C:9]2[CH:10]=[CH:11][CH:12]=[CH:13][C:8]=2[N:7]=[C:6]1[CH2:14][N:15]1[C:19]2[CH:20]=[CH:21][CH:22]=[CH:23][C:18]=2[N:17]=[N:16]1)(=[O:30])=[O:29], predict the reactants needed to synthesize it. The reactants are: [CH3:1][S:2][CH2:3][CH2:4][N:5]1[C:9]2[CH:10]=[CH:11][CH:12]=[CH:13][C:8]=2[N:7]=[C:6]1[CH2:14][N:15]1[C:19]2[CH:20]=[CH:21][CH:22]=[C:23](CCN(C)C)[C:18]=2[N:17]=[N:16]1.[OH2:29].[OH2:30].O.O.O.O.C1(=O)OOOOC(=O)C2=CC=CC=C12.[Mg]. (4) Given the product [Cl:42][C:43]1[CH:44]=[C:45]([NH:50][C:51]([N:15]2[CH:16]([CH3:18])[CH2:17][N:12]3[N:11]=[CH:10][C:9]([N:3]4[CH2:4][C:5](=[O:8])[NH:6][CH2:7][C:2]4=[O:1])=[C:13]3[CH2:14]2)=[O:59])[CH:46]=[CH:47][C:48]=1[F:49], predict the reactants needed to synthesize it. The reactants are: [O:1]=[C:2]1[CH2:7][NH:6][C:5](=[O:8])[CH2:4][N:3]1[C:9]1[CH:10]=[N:11][N:12]2[CH2:17][CH:16]([CH3:18])[N:15](C(OC(C)(C)C)=O)[CH2:14][C:13]=12.FC(F)(F)C(O)=O.CCN(C(C)C)C(C)C.[Cl:42][C:43]1[CH:44]=[C:45]([NH:50][C:51](=[O:59])OC2C=CC=CC=2)[CH:46]=[CH:47][C:48]=1[F:49]. (5) Given the product [F:1][C:2]1[CH:7]=[N:6][C:5]([N:8]2[CH:12]=[CH:11][N:10]=[N:9]2)=[C:4]2[NH:13][CH:14]=[C:15]([C:16](=[O:20])[C:17]([N:32]3[CH2:33][CH2:34][CH:29]([C:27]([OH:28])([C:23]4[N:22]([CH3:21])[CH:26]=[CH:25][N:24]=4)[C:35]4[CH:40]=[CH:39][CH:38]=[CH:37][CH:36]=4)[CH2:30][CH2:31]3)=[O:19])[C:3]=12, predict the reactants needed to synthesize it. The reactants are: [F:1][C:2]1[CH:7]=[N:6][C:5]([N:8]2[CH:12]=[CH:11][N:10]=[N:9]2)=[C:4]2[NH:13][CH:14]=[C:15]([C:16](=[O:20])[C:17]([OH:19])=O)[C:3]=12.[CH3:21][N:22]1[CH:26]=[CH:25][N:24]=[C:23]1[C:27]([C:35]1[CH:40]=[CH:39][CH:38]=[CH:37][CH:36]=1)([CH:29]1[CH2:34][CH2:33][NH:32][CH2:31][CH2:30]1)[OH:28].CN([P+](ON1N=NC2C=CC=CC1=2)(N(C)C)N(C)C)C.F[P-](F)(F)(F)(F)F.CCN(C(C)C)C(C)C.